This data is from M1 muscarinic receptor agonist screen with 61,833 compounds. The task is: Binary Classification. Given a drug SMILES string, predict its activity (active/inactive) in a high-throughput screening assay against a specified biological target. (1) The molecule is Fc1ccc(N2CCN(C3CC(=O)N(C3=O)Cc3ccc(N4CCCC4=O)cc3)CC2)cc1. The result is 0 (inactive). (2) The drug is O1C(CCC1)Cn1c(=O)n(c2c(c1=O)cccc2)CC(=O)c1ccccc1. The result is 0 (inactive). (3) The molecule is S(C(CC)C(=O)Nc1c(cccc1)C#N)c1n(CCc2ccccc2)c(N)cc(=O)n1. The result is 0 (inactive). (4) The molecule is O=C(N(Cc1ccccc1)CC)Cn1c2c(n(c(=O)n(c2=O)C)C)nc1. The result is 0 (inactive). (5) The drug is O=C1N(C(C)C(=O)NCc2ncccc2)C(=O)c2c1cccc2. The result is 0 (inactive). (6) The compound is Fc1cc(C2N(CCN(CC)CC)C(=O)c3c(N2)cccc3)ccc1. The result is 0 (inactive). (7) The result is 0 (inactive). The compound is Oc1c(CNc2c(c(ccc2)C)C)cccc1. (8) The molecule is OC(=O)C(NC(=O)c1c(NC(=O)c2occc2)cccc1)Cc1c2c([nH]c1)cccc2. The result is 1 (active).